Task: Predict which catalyst facilitates the given reaction.. Dataset: Catalyst prediction with 721,799 reactions and 888 catalyst types from USPTO (1) Reactant: CC(C)([O-])C.[K+].[F:7]/[C:8](/[C:23]1[CH:27]=[C:26]([CH3:28])[NH:25][N:24]=1)=[CH:9]\[C:10]1[CH:15]=[CH:14][C:13]([C:16]([CH3:22])([CH3:21])[C:17]([F:20])([F:19])[F:18])=[CH:12][CH:11]=1.Br[CH2:30][C:31]1[CH:32]=[C:33]([C:37](O)([CH3:39])[CH3:38])[CH:34]=[CH:35][CH:36]=1.O. Product: [F:7]/[C:8](/[C:23]1[CH:27]=[C:26]([CH3:28])[N:25]([CH2:30][C:31]2[CH:36]=[CH:35][CH:34]=[C:33]([C:37]([CH3:39])=[CH2:38])[CH:32]=2)[N:24]=1)=[CH:9]\[C:10]1[CH:15]=[CH:14][C:13]([C:16]([CH3:22])([CH3:21])[C:17]([F:20])([F:19])[F:18])=[CH:12][CH:11]=1. The catalyst class is: 1. (2) Reactant: C[O:2][C:3]([C:5]1[CH:10]=[CH:9][CH:8]=[CH:7][C:6]=1[NH:11][C:12]1[N:16]([C:17]2[CH:22]=[CH:21][CH:20]=[CH:19][C:18]=2[CH3:23])[N:15]=[C:14]([CH3:24])[C:13]=1[C:25]1[CH:26]=[C:27]2[C:32](=[C:33]([F:35])[CH:34]=1)[N:31]=[CH:30][CH:29]=[N:28]2)=[O:4].[OH-].[Na+].Cl. The catalyst class is: 38. Product: [F:35][C:33]1[CH:34]=[C:25]([C:13]2[C:14]([CH3:24])=[N:15][N:16]([C:17]3[CH:22]=[CH:21][CH:20]=[CH:19][C:18]=3[CH3:23])[C:12]=2[NH:11][C:6]2[CH:7]=[CH:8][CH:9]=[CH:10][C:5]=2[C:3]([OH:4])=[O:2])[CH:26]=[C:27]2[C:32]=1[N:31]=[CH:30][CH:29]=[N:28]2. (3) Reactant: [Cl:1][C:2]1[CH:9]=[C:8]([Cl:10])[CH:7]=[CH:6][C:3]=1[CH2:4][NH2:5].C(N(CC)CC)C.[CH3:18][O:19][C:20]([C:22]1[N:23]=[N:24][C:25]([Cl:29])=[CH:26][C:27]=1Cl)=[O:21].C(OCC)(=O)C. Product: [CH3:18][O:19][C:20]([C:22]1[N:23]=[N:24][C:25]([Cl:29])=[CH:26][C:27]=1[NH:5][CH2:4][C:3]1[CH:6]=[CH:7][C:8]([Cl:10])=[CH:9][C:2]=1[Cl:1])=[O:21]. The catalyst class is: 93. (4) Reactant: [CH:1]1([CH2:5][CH2:6][CH2:7][C@@H:8]([C:17]2[O:18][CH:19]=[C:20]([C:22]([N:24]([CH3:26])[CH3:25])=[O:23])[N:21]=2)[CH2:9][C:10]([O:12]C(C)(C)C)=[O:11])[CH2:4][CH2:3][CH2:2]1.FC(F)(F)C(O)=O. Product: [CH:1]1([CH2:5][CH2:6][CH2:7][C@@H:8]([C:17]2[O:18][CH:19]=[C:20]([C:22]([N:24]([CH3:26])[CH3:25])=[O:23])[N:21]=2)[CH2:9][C:10]([OH:12])=[O:11])[CH2:4][CH2:3][CH2:2]1. The catalyst class is: 4. (5) Reactant: C(OC([NH:8][C:9]([CH3:19])([C:11]([O:13][CH:14]1[CH2:18][CH2:17][CH2:16][CH2:15]1)=[O:12])[CH3:10])=O)(C)(C)C.[ClH:20]. Product: [ClH:20].[CH3:19][C:9]([C:11]([O:13][CH:14]1[CH2:15][CH2:16][CH2:17][CH2:18]1)=[O:12])([CH3:10])[NH2:8]. The catalyst class is: 523.